From a dataset of Catalyst prediction with 721,799 reactions and 888 catalyst types from USPTO. Predict which catalyst facilitates the given reaction. (1) Reactant: O=[C:2]1[CH2:6][CH2:5][CH2:4][CH:3]1[C:7]([O:9][CH2:10][CH3:11])=[O:8].[Br-].C([P+](CCCC)(CCCC)[CH2:18][C:19]([O:21][CH2:22][CH3:23])=[O:20])CCC. Product: [CH2:22]([O:21][C:19](=[O:20])[CH2:18][C:2]1[CH2:6][CH2:5][CH2:4][C:3]=1[C:7]([O:9][CH2:10][CH3:11])=[O:8])[CH3:23]. The catalyst class is: 11. (2) The catalyst class is: 5. Reactant: [F:1][C:2]1[CH:7]=[C:6]([CH2:8][O:9][CH3:10])[CH:5]=[C:4]([F:11])[C:3]=1[C:12]1[N:17]=[C:16]([C:18]([O:20]C)=[O:19])[CH:15]=[CH:14][C:13]=1[F:22].C1COCC1.[OH-].[Na+]. Product: [F:1][C:2]1[CH:7]=[C:6]([CH2:8][O:9][CH3:10])[CH:5]=[C:4]([F:11])[C:3]=1[C:12]1[N:17]=[C:16]([C:18]([OH:20])=[O:19])[CH:15]=[CH:14][C:13]=1[F:22]. (3) Reactant: [Cl:1][C:2]1[CH:3]=[C:4]([CH:18]=[CH:19][CH:20]=1)[O:5][C:6]1[CH:7]=[CH:8][C:9]2[N:13]=[C:12]([CH2:14][OH:15])[N:11]([CH3:16])[C:10]=2[CH:17]=1.O[C:22]1[CH:23]=[C:24]([CH:29]=[CH:30][CH:31]=1)[C:25]([O:27][CH3:28])=[O:26].C(P(CCCC)CCCC)CCC.N(C(N1CCCCC1)=O)=NC(N1CCCCC1)=O. Product: [Cl:1][C:2]1[CH:3]=[C:4]([CH:18]=[CH:19][CH:20]=1)[O:5][C:6]1[CH:7]=[CH:8][C:9]2[N:13]=[C:12]([CH2:14][O:15][C:22]3[CH:23]=[C:24]([CH:29]=[CH:30][CH:31]=3)[C:25]([O:27][CH3:28])=[O:26])[N:11]([CH3:16])[C:10]=2[CH:17]=1. The catalyst class is: 2. (4) Reactant: [CH3:1][O:2][C:3]1[CH:4]=[CH:5][C:6]([NH:11][C:12]2[C:13]3[N:14]([CH:28]=[CH:29][N:30]=3)[N:15]=[C:16]([C:18]3[CH:27]=[CH:26][C:21]([C:22]([O:24]C)=[O:23])=[CH:20][CH:19]=3)[CH:17]=2)=[N:7][C:8]=1[O:9][CH3:10].[OH-].[Na+]. Product: [CH3:1][O:2][C:3]1[CH:4]=[CH:5][C:6]([NH:11][C:12]2[C:13]3[N:14]([CH:28]=[CH:29][N:30]=3)[N:15]=[C:16]([C:18]3[CH:27]=[CH:26][C:21]([C:22]([OH:24])=[O:23])=[CH:20][CH:19]=3)[CH:17]=2)=[N:7][C:8]=1[O:9][CH3:10]. The catalyst class is: 38. (5) Reactant: [CH2:1]([O:13][C:14]1[CH:19]=[CH:18][C:17]([N+:20]([O-])=O)=[CH:16][C:15]=1[C:23]1[CH:28]=[C:27]([N+:29]([O-])=O)[CH:26]=[CH:25][C:24]=1[O:32][CH2:33][CH2:34][CH2:35][CH2:36][CH2:37][CH2:38][CH2:39][CH2:40][CH2:41][CH2:42][CH2:43][CH3:44])[CH2:2][CH2:3][CH2:4][CH2:5][CH2:6][CH2:7][CH2:8][CH2:9][CH2:10][CH2:11][CH3:12].O.NN. Product: [CH2:33]([O:32][C:24]1[CH:25]=[CH:26][C:27]([NH2:29])=[CH:28][C:23]=1[C:15]1[CH:16]=[C:17]([NH2:20])[CH:18]=[CH:19][C:14]=1[O:13][CH2:1][CH2:2][CH2:3][CH2:4][CH2:5][CH2:6][CH2:7][CH2:8][CH2:9][CH2:10][CH2:11][CH3:12])[CH2:34][CH2:35][CH2:36][CH2:37][CH2:38][CH2:39][CH2:40][CH2:41][CH2:42][CH2:43][CH3:44]. The catalyst class is: 8. (6) Reactant: [CH2:1]([S:8][CH2:9][CH:10]1[CH2:15][CH:14]([C:16]2[CH:21]=[CH:20][C:19]([C:22]([F:25])([F:24])[F:23])=[CH:18][CH:17]=2)[CH2:13][N:12]([C:26]([N:28]2[CH2:33][CH2:32][O:31][CH2:30][CH2:29]2)=[O:27])[CH2:11]1)[C:2]1[CH:7]=[CH:6][CH:5]=[CH:4][CH:3]=1.ClC1C=C(C=CC=1)C(OO)=[O:39]. Product: [CH2:1]([S:8]([CH2:9][CH:10]1[CH2:15][CH:14]([C:16]2[CH:21]=[CH:20][C:19]([C:22]([F:25])([F:23])[F:24])=[CH:18][CH:17]=2)[CH2:13][N:12]([C:26]([N:28]2[CH2:29][CH2:30][O:31][CH2:32][CH2:33]2)=[O:27])[CH2:11]1)=[O:39])[C:2]1[CH:7]=[CH:6][CH:5]=[CH:4][CH:3]=1. The catalyst class is: 4. (7) Reactant: [Cl:1][C:2]1[CH:28]=[CH:27][C:5]2[N:6]3[C:10]([CH2:11][NH:12][CH2:13][C:4]=2[CH:3]=1)=[N:9][N:8]=[C:7]3[C@H:14]1[CH2:19][CH2:18][C@H:17]([C:20]2[C:25]([F:26])=[CH:24][CH:23]=[CH:22][N:21]=2)[CH2:16][CH2:15]1.[CH3:29][C:30]([CH3:32])=O.C(O)(=O)C.C(O[BH-](OC(=O)C)OC(=O)C)(=O)C.[Na+].C(N(C(C)C)C(C)C)C. Product: [Cl:1][C:2]1[CH:28]=[CH:27][C:5]2[N:6]3[C:10]([CH2:11][N:12]([CH:30]([CH3:32])[CH3:29])[CH2:13][C:4]=2[CH:3]=1)=[N:9][N:8]=[C:7]3[C@H:14]1[CH2:19][CH2:18][C@H:17]([C:20]2[C:25]([F:26])=[CH:24][CH:23]=[CH:22][N:21]=2)[CH2:16][CH2:15]1. The catalyst class is: 525.